This data is from Forward reaction prediction with 1.9M reactions from USPTO patents (1976-2016). The task is: Predict the product of the given reaction. Given the reactants C[N:2](C)/[CH:3]=[CH:4]/[C:5]([C:7]1[C:12](=[O:13])[CH:11]=[CH:10][N:9]([C:14]2[CH:15]=[C:16]([S:20]([N:23]([CH3:25])[CH3:24])(=[O:22])=[O:21])[CH:17]=[CH:18][CH:19]=2)[N:8]=1)=O.[F:27][C:28]1[CH:33]=[CH:32][C:31]([F:34])=[CH:30][C:29]=1[NH:35]N, predict the reaction product. The product is: [F:27][C:28]1[CH:33]=[CH:32][C:31]([F:34])=[CH:30][C:29]=1[N:35]1[C:5]([C:7]2[C:12](=[O:13])[CH:11]=[CH:10][N:9]([C:14]3[CH:15]=[C:16]([S:20]([N:23]([CH3:24])[CH3:25])(=[O:21])=[O:22])[CH:17]=[CH:18][CH:19]=3)[N:8]=2)=[CH:4][CH:3]=[N:2]1.